Dataset: Full USPTO retrosynthesis dataset with 1.9M reactions from patents (1976-2016). Task: Predict the reactants needed to synthesize the given product. (1) Given the product [Br:1][C:2]1[CH:7]=[CH:6][C:5]([NH:8][C:9]2[N:14]3[CH:15]=[N:16][CH:17]=[C:13]3[CH:12]=[N:11][C:10]=2[C:18]([NH:20][O:21][CH2:22][CH2:23][OH:24])=[O:19])=[C:4]([F:27])[CH:3]=1, predict the reactants needed to synthesize it. The reactants are: [Br:1][C:2]1[CH:7]=[CH:6][C:5]([NH:8][C:9]2[N:14]3[CH:15]=[N:16][CH:17]=[C:13]3[CH:12]=[N:11][C:10]=2[C:18]([NH:20][O:21][CH2:22][CH2:23][O:24]C=C)=[O:19])=[C:4]([F:27])[CH:3]=1.Cl.O1CCOCC1.C(=O)([O-])[O-].[Na+].[Na+]. (2) Given the product [CH3:11][O:12][C:13]1[N:18]=[C:17]([CH:19]=[O:20])[CH:16]=[C:15]([NH:21][CH2:22][CH2:23][C:24]2[CH:25]=[CH:26][C:27]([O:30][CH3:31])=[CH:28][CH:29]=2)[N:14]=1, predict the reactants needed to synthesize it. The reactants are: C(Cl)(=O)C(Cl)=O.CS(C)=O.[CH3:11][O:12][C:13]1[N:18]=[C:17]([CH2:19][OH:20])[CH:16]=[C:15]([NH:21][CH2:22][CH2:23][C:24]2[CH:29]=[CH:28][C:27]([O:30][CH3:31])=[CH:26][CH:25]=2)[N:14]=1.C(N(CC)CC)C. (3) The reactants are: Br[C:2]1[CH:3]=[C:4]([NH2:11])[C:5]([N+:8]([O-:10])=[O:9])=[N:6][CH:7]=1.[N:12]1([C:18]([O:20][C:21]([CH3:24])([CH3:23])[CH3:22])=[O:19])[CH2:17][CH2:16][NH:15][CH2:14][CH2:13]1. Given the product [NH2:11][C:4]1[CH:3]=[C:2]([N:15]2[CH2:14][CH2:13][N:12]([C:18]([O:20][C:21]([CH3:24])([CH3:23])[CH3:22])=[O:19])[CH2:17][CH2:16]2)[CH:7]=[N:6][C:5]=1[N+:8]([O-:10])=[O:9], predict the reactants needed to synthesize it. (4) Given the product [CH:26]1([C:31]2[CH:32]=[C:33]([NH2:34])[N:9]([C:10]3[CH:11]=[C:12]4[C:17](=[CH:18][CH:19]=3)[N:16]=[CH:15][CH:14]=[CH:13]4)[N:8]=2)[CH2:30][CH2:29][CH2:28][CH2:27]1, predict the reactants needed to synthesize it. The reactants are: C1(C(C2C=CC=CC=2)=[N:8][NH:9][C:10]2[CH:11]=[C:12]3[C:17](=[CH:18][CH:19]=2)[N:16]=[CH:15][CH:14]=[CH:13]3)C=CC=CC=1.[CH:26]1([C:31](=O)[CH2:32][C:33]#[N:34])[CH2:30][CH2:29][CH2:28][CH2:27]1.